This data is from Forward reaction prediction with 1.9M reactions from USPTO patents (1976-2016). The task is: Predict the product of the given reaction. Given the reactants C(OC([N:8]([C:16]1[C:21]([C:22]2[O:23][C:24]([C:27]3[CH:32]=[CH:31][CH:30]=[CH:29][CH:28]=3)=[N:25][N:26]=2)=[N:20][C:19]([C:33]2[CH:34]=[N:35][CH:36]=[CH:37][C:38]=2[C:39]#[N:40])=[CH:18][N:17]=1)C(=O)OC(C)(C)C)=O)(C)(C)C.C(O)(C(F)(F)F)=O, predict the reaction product. The product is: [NH2:8][C:16]1[N:17]=[CH:18][C:19]([C:33]2[CH:34]=[N:35][CH:36]=[CH:37][C:38]=2[C:39]#[N:40])=[N:20][C:21]=1[C:22]1[O:23][C:24]([C:27]2[CH:28]=[CH:29][CH:30]=[CH:31][CH:32]=2)=[N:25][N:26]=1.